Dataset: Catalyst prediction with 721,799 reactions and 888 catalyst types from USPTO. Task: Predict which catalyst facilitates the given reaction. Product: [C:9]([C@@:11]1([CH2:60][F:61])[CH2:16][CH2:15][C:14]([C:17]2[C:18]([CH3:59])([CH3:58])[C@H:19]3[C@:32]([CH3:35])([CH2:33][CH:34]=2)[C@@H:31]2[C@:22]([CH3:57])([C@@:23]4([CH3:56])[C@H:28]([CH2:29][CH2:30]2)[C@H:27]2[C@H:36]([C:39]([CH3:41])=[CH2:40])[CH2:37][CH2:38][C@:26]2([NH:42][CH2:43][CH2:44][N:45]2[CH2:50][CH2:49][S:48][CH2:47][CH:46]2[C:51]([OH:53])=[O:52])[CH2:25][CH2:24]4)[CH2:21][CH2:20]3)=[CH:13][CH2:12]1)([OH:10])=[O:8]. Reactant: C([O:8][C:9]([C@@:11]1([CH2:60][F:61])[CH2:16][CH2:15][C:14]([C:17]2[C:18]([CH3:59])([CH3:58])[C@H:19]3[C@:32]([CH3:35])([CH2:33][CH:34]=2)[C@@H:31]2[C@:22]([CH3:57])([C@@:23]4([CH3:56])[C@H:28]([CH2:29][CH2:30]2)[C@H:27]2[C@H:36]([C:39]([CH3:41])=[CH2:40])[CH2:37][CH2:38][C@:26]2([NH:42][CH2:43][CH2:44][N:45]2[CH2:50][CH2:49][S:48][CH2:47][CH:46]2[C:51]([O:53]CC)=[O:52])[CH2:25][CH2:24]4)[CH2:21][CH2:20]3)=[CH:13][CH2:12]1)=[O:10])C1C=CC=CC=1.[OH-].[Na+]. The catalyst class is: 169.